Dataset: Reaction yield outcomes from USPTO patents with 853,638 reactions. Task: Predict the reaction yield, written as a fraction of the theoretical maximum amount of product (1.0 means a 100% yield; for example, 0.34 means a 34% yield). The reactants are [Cl:1][C:2]1[CH:3]=[C:4]([CH2:14][N:15]2C(=O)C3C(=CC=CC=3)C2=O)[CH:5]=[N:6][C:7]=1[O:8][CH2:9][C:10]([F:13])([F:12])[CH3:11].CCCCCCCCCCCCN. No catalyst specified. The product is [Cl:1][C:2]1[CH:3]=[C:4]([CH2:14][NH2:15])[CH:5]=[N:6][C:7]=1[O:8][CH2:9][C:10]([F:12])([F:13])[CH3:11]. The yield is 0.960.